Task: Predict the product of the given reaction.. Dataset: Forward reaction prediction with 1.9M reactions from USPTO patents (1976-2016) (1) Given the reactants [N:1]1[CH:6]=[CH:5][CH:4]=[C:3]([C:7]2([CH2:13][NH:14][C:15]([C:17]3[S:21][C:20](Br)=[N:19][C:18]=3[C:23]([F:26])([F:25])[F:24])=[O:16])[CH2:12][CH2:11][CH2:10][CH2:9][CH2:8]2)[CH:2]=1.[CH3:27][O:28][C:29]1[CH:34]=[CH:33][C:32](B(O)O)=[CH:31][N:30]=1.C([O-])([O-])=O.[Na+].[Na+], predict the reaction product. The product is: [N:1]1[CH:6]=[CH:5][CH:4]=[C:3]([C:7]2([CH2:13][NH:14][C:15]([C:17]3[S:21][C:20]([C:32]4[CH:31]=[N:30][C:29]([O:28][CH3:27])=[CH:34][CH:33]=4)=[N:19][C:18]=3[C:23]([F:26])([F:25])[F:24])=[O:16])[CH2:12][CH2:11][CH2:10][CH2:9][CH2:8]2)[CH:2]=1. (2) Given the reactants Br[C:2]1[CH:7]=[CH:6][C:5]([S:8]([NH:11][CH2:12][CH:13]2[CH2:15][CH2:14]2)(=[O:10])=[O:9])=[CH:4][C:3]=1[F:16].[C:17]([C:19]1[N:23]([CH3:24])[C:22](B(O)O)=[CH:21][CH:20]=1)#[N:18].[F-].[K+].C(P(C(C)(C)C)C(C)(C)C)(C)(C)C, predict the reaction product. The product is: [C:17]([C:19]1[N:23]([CH3:24])[C:22]([C:2]2[CH:7]=[CH:6][C:5]([S:8]([NH:11][CH2:12][CH:13]3[CH2:15][CH2:14]3)(=[O:10])=[O:9])=[CH:4][C:3]=2[F:16])=[CH:21][CH:20]=1)#[N:18]. (3) Given the reactants [NH2:1][NH:2][C:3](=[NH:14])[C:4]1[C:9]([C:10]([F:13])([F:12])[F:11])=[CH:8][CH:7]=[N:6][CH:5]=1.[F:15][C:16]1[CH:21]=[C:20]([CH:22]=O)[CH:19]=[CH:18][C:17]=1[C:24]1[CH:29]=[CH:28][CH:27]=[CH:26][CH:25]=1, predict the reaction product. The product is: [F:15][C:16]1[CH:21]=[C:20]([C:22]2[NH:1][N:2]=[C:3]([C:4]3[CH:5]=[N:6][CH:7]=[CH:8][C:9]=3[C:10]([F:11])([F:12])[F:13])[N:14]=2)[CH:19]=[CH:18][C:17]=1[C:24]1[CH:25]=[CH:26][CH:27]=[CH:28][CH:29]=1. (4) Given the reactants [Cl:1][C:2]1[CH:10]=[CH:9][C:8]([C:11]2[CH:12]=[N:13][C:14]([CH3:17])=[CH:15][CH:16]=2)=[CH:7][C:3]=1[C:4]([OH:6])=O.ON1C2C=CC=CC=2N=N1.Cl.CN(C)CCCN=C=NCC.[C:40]1([CH3:54])[CH:45]=[CH:44][C:43]([C:46]2([CH2:52][NH2:53])[CH2:51][CH2:50][CH2:49][CH2:48][CH2:47]2)=[CH:42][CH:41]=1.C(N(CC)CC)C, predict the reaction product. The product is: [Cl:1][C:2]1[CH:10]=[CH:9][C:8]([C:11]2[CH:12]=[N:13][C:14]([CH3:17])=[CH:15][CH:16]=2)=[CH:7][C:3]=1[C:4]([NH:53][CH2:52][C:46]1([C:43]2[CH:42]=[CH:41][C:40]([CH3:54])=[CH:45][CH:44]=2)[CH2:47][CH2:48][CH2:49][CH2:50][CH2:51]1)=[O:6]. (5) Given the reactants C[O:2][C:3](=[O:19])[C:4]1[CH:9]=[CH:8][CH:7]=[C:6]([O:10][C:11]2[C:16]([Cl:17])=[CH:15][C:14]([Cl:18])=[CH:13][N:12]=2)[CH:5]=1.[OH-].[Na+], predict the reaction product. The product is: [Cl:17][C:16]1[C:11]([O:10][C:6]2[CH:5]=[C:4]([CH:9]=[CH:8][CH:7]=2)[C:3]([OH:19])=[O:2])=[N:12][CH:13]=[C:14]([Cl:18])[CH:15]=1. (6) The product is: [C:14]([O:1][CH:2]([CH3:12])[CH:3]([C:6]1[CH:11]=[CH:10][CH:9]=[CH:8][CH:7]=1)[C:4]#[N:5])(=[O:13])[CH3:15]. Given the reactants [OH:1][CH:2]([CH3:12])[CH:3]([C:6]1[CH:11]=[CH:10][CH:9]=[CH:8][CH:7]=1)[C:4]#[N:5].[OH:13][CH2:14][CH2:15]C#N, predict the reaction product. (7) Given the reactants [F:1][C:2]([F:13])([F:12])[O:3][C:4]1[CH:11]=[CH:10][C:7]([CH:8]=O)=[CH:6][CH:5]=1.[NH2:14][C:15]1[N:16]=[N:17][C:18]([CH3:21])=[CH:19][CH:20]=1.C([O:24][C:25](=O)[C:26](=[O:40])[CH2:27][C:28]([C:30]1[CH:35]=[CH:34][C:33]([S:36]([CH3:39])(=[O:38])=[O:37])=[CH:32][CH:31]=1)=[O:29])C, predict the reaction product. The product is: [OH:40][C:26]1[C:25](=[O:24])[N:14]([C:15]2[N:16]=[N:17][C:18]([CH3:21])=[CH:19][CH:20]=2)[CH:8]([C:7]2[CH:10]=[CH:11][C:4]([O:3][C:2]([F:13])([F:12])[F:1])=[CH:5][CH:6]=2)[C:27]=1[C:28](=[O:29])[C:30]1[CH:31]=[CH:32][C:33]([S:36]([CH3:39])(=[O:37])=[O:38])=[CH:34][CH:35]=1. (8) Given the reactants [OH:1][C:2]1[CH:7]=[CH:6][C:5]([N:8]2[C:16](=[O:17])[C:15]3[C@@H:14]4[C:18]([CH3:20])([CH3:19])[C@@:11]([CH3:21])([CH2:12][CH2:13]4)[C:10]=3[NH:9]2)=[CH:4][CH:3]=1.I[CH3:23], predict the reaction product. The product is: [OH:1][C:2]1[CH:7]=[CH:6][C:5]([N:8]2[C:16](=[O:17])[C:15]3[C@@H:14]4[C:18]([CH3:20])([CH3:19])[C@@:11]([CH3:21])([CH2:12][CH2:13]4)[C:10]=3[N:9]2[CH3:23])=[CH:4][CH:3]=1. (9) The product is: [C:6]([CH2:8][NH:9][C:10](=[O:41])[C@H:11]([CH2:37][CH:38]([CH3:39])[CH3:40])[NH:12][C:13]1[S:17][N:16]=[CH:15][C:14]=1[C:18]1[CH:19]=[CH:20][C:21]([N:7]2[CH2:42][CH2:46][NH:9][CH2:8][CH2:6]2)=[CH:22][CH:23]=1)#[N:7]. Given the reactants CS(O)(=O)=O.[C:6]([CH2:8][NH:9][C:10](=[O:41])[C@H:11]([CH2:37][CH:38]([CH3:40])[CH3:39])[NH:12][C:13]1[S:17][N:16]=[CH:15][C:14]=1[C:18]1[CH:23]=[CH:22][CH:21]=[CH:20][C:19]=1N1CCN(C(OC(C)(C)C)=O)CC1)#[N:7].[CH2:42]1[CH2:46]OCC1, predict the reaction product.